From a dataset of Full USPTO retrosynthesis dataset with 1.9M reactions from patents (1976-2016). Predict the reactants needed to synthesize the given product. (1) Given the product [CH:4]1([NH:1][C:9](=[O:11])[C:8]2[C:7](=[CH:6][CH:5]=[C:4]([N+:1]([O-:3])=[O:2])[CH:12]=2)[OH:13])[CH2:12][CH2:8][CH2:7][CH2:6][CH2:5]1, predict the reactants needed to synthesize it. The reactants are: [N+:1]([C:4]1[CH:12]=[C:8]([C:9]([OH:11])=O)[C:7]([OH:13])=[CH:6][CH:5]=1)([O-:3])=[O:2]. (2) The reactants are: [C:1]([CH:3]([CH2:9][CH2:10][C@H:11]([C:19]1[CH:24]=[CH:23][CH:22]=[C:21]([O:25][CH3:26])[CH:20]=1)[NH:12][S@@](C(C)(C)C)=O)[C:4]([O:6][CH2:7][CH3:8])=[O:5])#[N:2].[ClH:27]. Given the product [ClH:27].[NH2:12][C@@H:11]([C:19]1[CH:24]=[CH:23][CH:22]=[C:21]([O:25][CH3:26])[CH:20]=1)[CH2:10][CH2:9][CH:3]([C:1]#[N:2])[C:4]([O:6][CH2:7][CH3:8])=[O:5], predict the reactants needed to synthesize it. (3) The reactants are: C(=O)([O-])[O-].[K+].[K+].[Cl:7][C:8]1[CH:13]=[CH:12][C:11]([OH:14])=[C:10]([C:15]#[N:16])[CH:9]=1.Br[CH:18]([O:27][CH2:28][C:29]1[CH:34]=[CH:33][CH:32]=[CH:31][CH:30]=1)[C:19]([C:21]1[CH:26]=[CH:25][CH:24]=[CH:23][CH:22]=1)=[O:20]. Given the product [C:15]([C:10]1[CH:9]=[C:8]([Cl:7])[CH:13]=[CH:12][C:11]=1[O:14][CH:18]([O:27][CH2:28][C:29]1[CH:34]=[CH:33][CH:32]=[CH:31][CH:30]=1)[C:19]([C:21]1[CH:26]=[CH:25][CH:24]=[CH:23][CH:22]=1)=[O:20])#[N:16], predict the reactants needed to synthesize it. (4) Given the product [NH2:1][C:4]1[CH:5]=[CH:6][C:7]([CH:10]2[CH2:25][CH2:24][C:13]3([CH2:18][CH2:17][CH:16]([CH2:19][C:20]([O:22][CH3:23])=[O:21])[CH2:15][CH2:14]3)[CH2:12][CH2:11]2)=[N:8][CH:9]=1, predict the reactants needed to synthesize it. The reactants are: [N+:1]([C:4]1[CH:5]=[CH:6][C:7]([C:10]2[CH2:11][CH2:12][C:13]3([CH2:24][CH:25]=2)[CH2:18][CH2:17][CH:16]([CH2:19][C:20]([O:22][CH3:23])=[O:21])[CH2:15][CH2:14]3)=[N:8][CH:9]=1)([O-])=O. (5) The reactants are: [Cl:1][C:2]1[C:7]([C:8]#[N:9])=[CH:6][C:5]([C:10]2[C:19]3[C:14](=[CH:15][C:16]([S:20](OC4C(F)=C(F)C(F)=C(F)C=4F)(=[O:22])=[O:21])=[CH:17][CH:18]=3)[CH:13]=[CH:12][N:11]=2)=[C:4]([O:35][CH3:36])[CH:3]=1.[N:37]1[CH:42]=[CH:41][CH:40]=[N:39][C:38]=1[NH2:43].C1COCC1.C[Si]([N-][Si](C)(C)C)(C)C.[Li+]. Given the product [Cl:1][C:2]1[C:7]([C:8]#[N:9])=[CH:6][C:5]([C:10]2[C:19]3[C:14](=[CH:15][C:16]([S:20]([NH:43][C:38]4[N:39]=[CH:40][CH:41]=[CH:42][N:37]=4)(=[O:22])=[O:21])=[CH:17][CH:18]=3)[CH:13]=[CH:12][N:11]=2)=[C:4]([O:35][CH3:36])[CH:3]=1, predict the reactants needed to synthesize it. (6) Given the product [CH2:6]([O:5][C:3](=[O:4])[CH2:2][NH:11][CH2:8][CH:9]=[CH2:10])[CH3:7], predict the reactants needed to synthesize it. The reactants are: Br[CH2:2][C:3]([O:5][CH2:6][CH3:7])=[O:4].[CH2:8]([NH2:11])[CH:9]=[CH2:10].